Dataset: Forward reaction prediction with 1.9M reactions from USPTO patents (1976-2016). Task: Predict the product of the given reaction. The product is: [CH2:14]([S:17][C:18]1[CH:26]=[CH:25][CH:24]=[CH:23][C:19]=1[C:20]1[N:2]([CH3:1])[C:3]2=[N:4][CH:5]=[C:6]([C:10]([F:11])([F:12])[F:13])[CH:7]=[C:8]2[N:9]=1)[CH:15]=[CH2:16]. Given the reactants [CH3:1][NH:2][C:3]1[C:8]([NH2:9])=[CH:7][C:6]([C:10]([F:13])([F:12])[F:11])=[CH:5][N:4]=1.[CH2:14]([S:17][C:18]1[CH:26]=[CH:25][CH:24]=[CH:23][C:19]=1[C:20](O)=O)[CH:15]=[CH2:16].CCN=C=NCCCN(C)C, predict the reaction product.